From a dataset of Full USPTO retrosynthesis dataset with 1.9M reactions from patents (1976-2016). Predict the reactants needed to synthesize the given product. (1) Given the product [Cl:55][C:56]1[CH:61]=[CH:60][C:59]([CH:62]([CH:6]2[CH2:7][CH2:8][N:9]([S:12]([C:15]3[C:19]([CH3:20])=[N:18][NH:17][C:16]=3[CH3:22])(=[O:13])=[O:14])[CH2:10][CH2:11]2)[C:63]#[N:64])=[CH:58][CH:57]=1, predict the reactants needed to synthesize it. The reactants are: ClC1C=C(C=CC=1Cl)O[CH:6]1[CH2:11][CH2:10][N:9]([S:12]([C:15]2[C:16]([CH3:22])=[N:17][N:18](C)[C:19]=2[CH3:20])(=[O:14])=[O:13])[CH2:8][CH2:7]1.ClC1C=C(C=CC=1Cl)NCC1CCN(S(C2C(C)=NN(C)C=2C)(=O)=O)CC1.Cl.[Cl:55][C:56]1[CH:61]=[CH:60][C:59]([CH:62](C2CCNCC2)[C:63]#[N:64])=[CH:58][CH:57]=1. (2) Given the product [F:35][C:30]1[CH:29]=[C:28]([N:24]2[CH2:23][C@H:22]([CH2:21][N:6]([C:3]3[CH:4]=[N:5][S:1][N:2]=3)[C:7](=[O:13])[O:8][C:9]([CH3:10])([CH3:12])[CH3:11])[O:26][C:25]2=[O:27])[CH:33]=[CH:32][C:31]=1[I:34], predict the reactants needed to synthesize it. The reactants are: [S:1]1[N:5]=[CH:4][C:3]([NH:6][C:7](=[O:13])[O:8][C:9]([CH3:12])([CH3:11])[CH3:10])=[N:2]1.[H-].[Na+].CS(O[CH2:21][C@@H:22]1[O:26][C:25](=[O:27])[N:24]([C:28]2[CH:33]=[CH:32][C:31]([I:34])=[C:30]([F:35])[CH:29]=2)[CH2:23]1)(=O)=O. (3) The reactants are: [CH:1]([CH2:3][O:4][C:5]1[CH:14]=[CH:13][C:8]([C:9]([O:11][CH3:12])=[O:10])=[CH:7][CH:6]=1)=O.OC1C=CC(C(OC)=O)=CC=1.[CH:26]1([NH2:29])[CH2:28][CH2:27]1.[BH3-]C#N.[Na+]. Given the product [CH:26]1([NH:29][CH2:1][CH2:3][O:4][C:5]2[CH:6]=[CH:7][C:8]([C:9]([O:11][CH3:12])=[O:10])=[CH:13][CH:14]=2)[CH2:28][CH2:27]1, predict the reactants needed to synthesize it. (4) Given the product [CH3:1][O:2][CH:3]1[CH2:4][CH2:5][N:6]([C:9]2[N:14]=[C:13]([NH:15][C:16]3[N:21]=[CH:20][C:19]4[CH:22]=[CH:23][N:24]([CH2:25][C:26]([CH3:31])([CH3:30])[C:27]([NH2:36])=[O:28])[C:18]=4[CH:17]=3)[CH:12]=[CH:11][N:10]=2)[CH2:7][CH2:8]1, predict the reactants needed to synthesize it. The reactants are: [CH3:1][O:2][CH:3]1[CH2:8][CH2:7][N:6]([C:9]2[N:14]=[C:13]([NH:15][C:16]3[N:21]=[CH:20][C:19]4[CH:22]=[CH:23][N:24]([CH2:25][C:26]([CH3:31])([CH3:30])[C:27](O)=[O:28])[C:18]=4[CH:17]=3)[CH:12]=[CH:11][N:10]=2)[CH2:5][CH2:4]1.[NH4+].[Cl-].CC[N:36](C(C)C)C(C)C.CN(C(ON1N=NC2C=CC=NC1=2)=[N+](C)C)C.F[P-](F)(F)(F)(F)F. (5) Given the product [N+:8]([C:3]1[CH:4]=[CH:5][CH:6]=[CH:7][C:2]=1[O:11][C:12]1[CH:13]=[C:14]([CH:17]=[CH:18][CH:19]=1)[C:15]#[N:16])([O-:10])=[O:9], predict the reactants needed to synthesize it. The reactants are: F[C:2]1[CH:7]=[CH:6][CH:5]=[CH:4][C:3]=1[N+:8]([O-:10])=[O:9].[OH:11][C:12]1[CH:13]=[C:14]([CH:17]=[CH:18][CH:19]=1)[C:15]#[N:16].C([O-])([O-])=O.[K+].[K+]. (6) Given the product [NH2:20][C:21]1[CH:26]=[CH:25][CH:24]=[CH:23][C:22]=1[C:2]1[CH:3]=[N:4][C:5]2[N:6]([CH:8]=[C:9]([CH2:11][O:12][C:13]3[CH:18]=[CH:17][CH:16]=[C:15]([F:19])[CH:14]=3)[N:10]=2)[CH:7]=1, predict the reactants needed to synthesize it. The reactants are: Br[C:2]1[CH:3]=[N:4][C:5]2[N:6]([CH:8]=[C:9]([CH2:11][O:12][C:13]3[CH:18]=[CH:17][CH:16]=[C:15]([F:19])[CH:14]=3)[N:10]=2)[CH:7]=1.[NH2:20][C:21]1[CH:26]=[CH:25][CH:24]=[CH:23][C:22]=1B(O)O.